From a dataset of Catalyst prediction with 721,799 reactions and 888 catalyst types from USPTO. Predict which catalyst facilitates the given reaction. Reactant: [C:1](/[C:3](=[CH:11]\[C:12]1[C:21]2[C:16](=[CH:17][CH:18]=[CH:19][CH:20]=2)[CH:15]=[CH:14][CH:13]=1)/[C:4]([O:6][C:7]([CH3:10])([CH3:9])[CH3:8])=[O:5])#[N:2].[CH3:22][O:23][C:24]1[CH:29]=[CH:28][CH:27]=[CH:26][C:25]=1[Mg]Br. Product: [C:1]([CH:3]([CH:11]([C:25]1[CH:26]=[CH:27][CH:28]=[CH:29][C:24]=1[O:23][CH3:22])[C:12]1[C:21]2[C:16](=[CH:17][CH:18]=[CH:19][CH:20]=2)[CH:15]=[CH:14][CH:13]=1)[C:4]([O:6][C:7]([CH3:8])([CH3:10])[CH3:9])=[O:5])#[N:2]. The catalyst class is: 1.